This data is from Peptide-MHC class I binding affinity with 185,985 pairs from IEDB/IMGT. The task is: Regression. Given a peptide amino acid sequence and an MHC pseudo amino acid sequence, predict their binding affinity value. This is MHC class I binding data. (1) The peptide sequence is GPIRFVLAL. The MHC is HLA-B35:01 with pseudo-sequence HLA-B35:01. The binding affinity (normalized) is 0.787. (2) The peptide sequence is KSKQLKSFL. The MHC is HLA-A30:01 with pseudo-sequence HLA-A30:01. The binding affinity (normalized) is 0.761. (3) The peptide sequence is ARIDARIDF. The MHC is HLA-B08:01 with pseudo-sequence HLA-B08:01. The binding affinity (normalized) is 0.0847. (4) The peptide sequence is YGIPFPGSL. The MHC is HLA-A69:01 with pseudo-sequence HLA-A69:01. The binding affinity (normalized) is 0.0847. (5) The peptide sequence is CCNWLDRCRH. The MHC is HLA-A31:01 with pseudo-sequence HLA-A31:01. The binding affinity (normalized) is 0.333. (6) The MHC is HLA-A02:01 with pseudo-sequence HLA-A02:01. The peptide sequence is YLIKQILFV. The binding affinity (normalized) is 0.898. (7) The peptide sequence is SGVEIPGGYCL. The MHC is H-2-Db with pseudo-sequence H-2-Db. The binding affinity (normalized) is 0.0548. (8) The peptide sequence is GMKRSFYVY. The MHC is HLA-A24:02 with pseudo-sequence HLA-A24:02. The binding affinity (normalized) is 0. (9) The peptide sequence is CEKMEKDGQL. The MHC is Mamu-B01 with pseudo-sequence Mamu-B01. The binding affinity (normalized) is 0.000190.